From a dataset of Reaction yield outcomes from USPTO patents with 853,638 reactions. Predict the reaction yield, written as a fraction of the theoretical maximum amount of product (1.0 means a 100% yield; for example, 0.34 means a 34% yield). (1) The reactants are C([O:4][CH2:5][C:6]([N:8]1[CH2:13][CH2:12][N:11]([C:14]2[CH:15]=[N:16][C:17]([NH:20][C:21]3[N:22]=[CH:23][C:24]4[C:29]5[CH:30]=[CH:31][N:32]=[CH:33][C:28]=5[N:27]([CH:34]5[CH2:38][CH2:37][CH2:36][CH2:35]5)[C:25]=4[N:26]=3)=[CH:18][CH:19]=2)[CH2:10][CH2:9]1)=[O:7])(=O)C.[Li+].[OH-]. The catalyst is C1COCC1.CO.O. The product is [CH:34]1([N:27]2[C:25]3[N:26]=[C:21]([NH:20][C:17]4[N:16]=[CH:15][C:14]([N:11]5[CH2:12][CH2:13][N:8]([C:6](=[O:7])[CH2:5][OH:4])[CH2:9][CH2:10]5)=[CH:19][CH:18]=4)[N:22]=[CH:23][C:24]=3[C:29]3[CH:30]=[CH:31][N:32]=[CH:33][C:28]2=3)[CH2:35][CH2:36][CH2:37][CH2:38]1. The yield is 0.630. (2) The reactants are [NH2:1][C:2]1[C:11]2[C:6](=[CH:7][CH:8]=[CH:9][CH:10]=2)[CH:5]=[CH:4][C:3]=1[OH:12].[Br:13][C:14]1[CH:19]=[CH:18][CH:17]=[CH:16][C:15]=1[N:20]=[C:21]=[O:22]. No catalyst specified. The product is [OH:12][C:3]1[CH:4]=[CH:5][C:6]2[C:11](=[CH:10][CH:9]=[CH:8][CH:7]=2)[C:2]=1[NH:1][C:21]([NH:20][C:15]1[CH:16]=[CH:17][CH:18]=[CH:19][C:14]=1[Br:13])=[O:22]. The yield is 0.0800. (3) The reactants are [CH2:1]([C:3]1[O:7][C:6]([C:8]([O:10][CH3:11])=[O:9])=[CH:5][CH:4]=1)[CH3:2].[Cl-].[Cl-].[Cl-].[Al+3].[Br:16]Br. The catalyst is C(Cl)(Cl)Cl. The product is [Br:16][C:4]1[CH:5]=[C:6]([C:8]([O:10][CH3:11])=[O:9])[O:7][C:3]=1[CH2:1][CH3:2]. The yield is 0.418. (4) The reactants are [C:1]([NH:5][C:6]([C:8]1[C:16]2[C:11](=[N:12][CH:13]=[C:14]([N:17]3[C:25]4[C:20](=[CH:21][CH:22]=[C:23]([O:26][CH3:27])[CH:24]=4)[CH:19]=[N:18]3)[N:15]=2)[N:10](COCC[Si](C)(C)C)[CH:9]=1)=[O:7])([CH3:4])([CH3:3])[CH3:2].FC(F)(F)C(O)=O. The catalyst is ClCCl. The product is [C:1]([NH:5][C:6]([C:8]1[C:16]2[C:11](=[N:12][CH:13]=[C:14]([N:17]3[C:25]4[C:20](=[CH:21][CH:22]=[C:23]([O:26][CH3:27])[CH:24]=4)[CH:19]=[N:18]3)[N:15]=2)[NH:10][CH:9]=1)=[O:7])([CH3:4])([CH3:3])[CH3:2]. The yield is 0.660. (5) The reactants are [N:1]1([C:7]2[C:8]3[N:16]=[C:15]([C:17]4[CH:22]=[CH:21][C:20]([CH3:23])=[CH:19][CH:18]=4)[S:14][C:9]=3[N:10]=[C:11]([NH2:13])[N:12]=2)[CH2:6][CH2:5][NH:4][CH2:3][CH2:2]1.[Cl:24][C:25]1[CH:35]=[CH:34][C:28]([O:29][CH2:30][C:31](O)=[O:32])=[CH:27][CH:26]=1. No catalyst specified. The product is [NH2:13][C:11]1[N:12]=[C:7]([N:1]2[CH2:2][CH2:3][N:4]([C:31](=[O:32])[CH2:30][O:29][C:28]3[CH:34]=[CH:35][C:25]([Cl:24])=[CH:26][CH:27]=3)[CH2:5][CH2:6]2)[C:8]2[N:16]=[C:15]([C:17]3[CH:22]=[CH:21][C:20]([CH3:23])=[CH:19][CH:18]=3)[S:14][C:9]=2[N:10]=1. The yield is 0.320.